Dataset: HIV replication inhibition screening data with 41,000+ compounds from the AIDS Antiviral Screen. Task: Binary Classification. Given a drug SMILES string, predict its activity (active/inactive) in a high-throughput screening assay against a specified biological target. The compound is COc1cc2c(c(O)c1OC)C(O)C1CCC(=O)N1C2c1cccc2ccccc12. The result is 0 (inactive).